Predict the reaction yield, written as a fraction of the theoretical maximum amount of product (1.0 means a 100% yield; for example, 0.34 means a 34% yield). From a dataset of Reaction yield outcomes from USPTO patents with 853,638 reactions. (1) The reactants are [NH2:1][N:2]1[C:7]([CH3:8])=[CH:6][CH:5]=[CH:4][C:3]1=[NH2+:9].CC1C=C(C)C=C(C)C=1S([O-])(=O)=O.[Cl:23][CH2:24][C:25](OC)=O.C(=O)([O-])[O-].[K+].[K+]. The catalyst is CCO. The product is [Cl:23][CH2:24][C:25]1[N:9]=[C:3]2[CH:4]=[CH:5][CH:6]=[C:7]([CH3:8])[N:2]2[N:1]=1. The yield is 0.840. (2) The reactants are [N:1]1[C:10]2[C:5](=[CH:6][CH:7]=[CH:8][C:9]=2[S:11]([N:14]2[CH2:21][C:20]3[CH:22]=[CH:23][CH:24]=[CH:25][C:19]=3[CH2:18][O:17][CH2:16][C@H:15]2[CH2:26][C:27](O)=[O:28])(=[O:13])=[O:12])[CH:4]=[CH:3][CH:2]=1.O=S(Cl)Cl.[NH2:34][CH2:35][C:36]([C:38]1[CH:43]=[CH:42][CH:41]=[CH:40][CH:39]=1)=[O:37].C(N(CC)CC)C. The catalyst is C(Cl)Cl.O. The product is [O:37]=[C:36]([C:38]1[CH:43]=[CH:42][CH:41]=[CH:40][CH:39]=1)[CH2:35][NH:34][C:27](=[O:28])[CH2:26][C@H:15]1[N:14]([S:11]([C:9]2[CH:8]=[CH:7][CH:6]=[C:5]3[C:10]=2[N:1]=[CH:2][CH:3]=[CH:4]3)(=[O:12])=[O:13])[CH2:21][C:20]2[CH:22]=[CH:23][CH:24]=[CH:25][C:19]=2[CH2:18][O:17][CH2:16]1. The yield is 0.750. (3) The reactants are C(OC(=O)[NH:7][C:8]1[CH:13]=[CH:12][C:11]([F:14])=[C:10]([Cl:15])[C:9]=1[Cl:16])(C)(C)C.FC(F)(F)C(O)=O.C(=O)(O)[O-].[Na+]. The catalyst is ClCCl. The product is [Cl:16][C:9]1[C:10]([Cl:15])=[C:11]([F:14])[CH:12]=[CH:13][C:8]=1[NH2:7]. The yield is 0.810. (4) The reactants are [CH3:1][O:2][C:3]1[CH:8]=[CH:7][CH:6]=[CH:5][C:4]=1[C:9]1[C:17]2[C:12](=[N:13][CH:14]=[C:15](B3OC(C)(C)C(C)(C)O3)[CH:16]=2)[N:11](S(C2C=CC(C)=CC=2)(=O)=O)[CH:10]=1.[NH2:37][C:38]1[CH:48]=[CH:47][C:46](Br)=[CH:45][C:39]=1[C:40]([N:42]([CH3:44])[CH3:43])=[O:41].C([O-])(O)=O.[Na+]. The catalyst is C(#N)C. The product is [NH2:37][C:38]1[CH:48]=[CH:47][C:46]([C:15]2[CH:16]=[C:17]3[C:9]([C:4]4[CH:5]=[CH:6][CH:7]=[CH:8][C:3]=4[O:2][CH3:1])=[CH:10][NH:11][C:12]3=[N:13][CH:14]=2)=[CH:45][C:39]=1[C:40]([N:42]([CH3:44])[CH3:43])=[O:41]. The yield is 0.110.